This data is from Forward reaction prediction with 1.9M reactions from USPTO patents (1976-2016). The task is: Predict the product of the given reaction. Given the reactants [Br:1][C:2]1[CH:10]=[C:9]2[C:5]([CH2:6][CH2:7][C:8]2=[O:11])=[CH:4][CH:3]=1.C[Si](Cl)(C)C.[CH3:17][CH2:18][O:19][CH2:20][CH:21](Cl)Cl, predict the reaction product. The product is: [Br:1][C:2]1[CH:10]=[C:9]2[C:5](=[CH:4][CH:3]=1)[C:6]1([CH2:21][CH2:20][O:19][CH2:18][CH2:17]1)[CH2:7][C:8]2=[O:11].